Dataset: Forward reaction prediction with 1.9M reactions from USPTO patents (1976-2016). Task: Predict the product of the given reaction. Given the reactants [ClH:1].[NH:2]1[CH2:6][CH2:5][CH:4]([CH2:7][N:8]2[CH:12]=[CH:11][N:10]=C2)[CH2:3]1.C(OC([N:20]1CCC(COS(C)(=O)=O)C1)=O)(C)(C)C.N1C=CN=N1, predict the reaction product. The product is: [ClH:1].[NH:2]1[CH2:6][CH2:5][CH:4]([CH2:7][N:8]2[CH:12]=[CH:11][N:10]=[N:20]2)[CH2:3]1.